From a dataset of Full USPTO retrosynthesis dataset with 1.9M reactions from patents (1976-2016). Predict the reactants needed to synthesize the given product. (1) Given the product [F:14][C:8]1[CH:9]=[C:10]([N+:11]([O-:13])=[O:12])[C:5]([C:2]#[N:3])=[N:6][CH:7]=1, predict the reactants needed to synthesize it. The reactants are: [Cu][C:2]#[N:3].Br[C:5]1[C:10]([N+:11]([O-:13])=[O:12])=[CH:9][C:8]([F:14])=[CH:7][N:6]=1.CCOC(C)=O.[NH4+].[Cl-].[NH4+].[OH-]. (2) Given the product [NH2:2][C:1]1[C:3]2[CH:8]=[CH:7][C:6](=[O:9])[N:5]([C:10]3[C:11]([F:17])=[CH:12][CH:13]=[CH:14][C:15]=3[F:16])[C:4]=2[S:18][C:21]=1[C:22]([N:24]1[CH2:28][CH2:27][C@@H:26]([O:29][CH:30]2[CH2:35][CH2:34][CH2:33][CH2:32][O:31]2)[CH2:25]1)=[O:23], predict the reactants needed to synthesize it. The reactants are: [C:1]([C:3]1[CH:8]=[CH:7][C:6](=[O:9])[N:5]([C:10]2[C:15]([F:16])=[CH:14][CH:13]=[CH:12][C:11]=2[F:17])[C:4]=1[S-:18])#[N:2].[Na+].Cl[CH2:21][C:22]([N:24]1[CH2:28][CH2:27][C@@H:26]([O:29][CH:30]2[CH2:35][CH2:34][CH2:33][CH2:32][O:31]2)[CH2:25]1)=[O:23].CCN(C(C)C)C(C)C.O. (3) Given the product [CH2:1]([O:3][C:4]([C:6]1[CH:15]=[C:14]([C:18]#[N:17])[C:13]2[C:8](=[CH:9][CH:10]=[CH:11][CH:12]=2)[CH:7]=1)=[O:5])[CH3:2], predict the reactants needed to synthesize it. The reactants are: [CH2:1]([O:3][C:4]([C:6]1[CH:15]=[C:14](O)[C:13]2[C:8](=[CH:9][CH:10]=[CH:11][CH:12]=2)[CH:7]=1)=[O:5])[CH3:2].[N:17]1C=CC=C[CH:18]=1.FC(F)(F)S(OS(C(F)(F)F)(=O)=O)(=O)=O.O.